The task is: Predict the product of the given reaction.. This data is from Forward reaction prediction with 1.9M reactions from USPTO patents (1976-2016). (1) Given the reactants [F:1][C:2]1[C:7]([F:8])=[CH:6][CH:5]=[CH:4][C:3]=1[CH2:9][S:10][C:11]1[N:16]=[C:15]([NH:17][S:18]([N:21]2[CH2:24][CH2:23][CH2:22]2)(=[O:20])=[O:19])[CH:14]=[C:13]([O:25][C:26]([C@H:29]2[CH2:33][O:32]C(C)(C)[O:30]2)([CH3:28])[CH3:27])[N:12]=1, predict the reaction product. The product is: [F:1][C:2]1[C:7]([F:8])=[CH:6][CH:5]=[CH:4][C:3]=1[CH2:9][S:10][C:11]1[N:16]=[C:15]([NH:17][S:18]([N:21]2[CH2:24][CH2:23][CH2:22]2)(=[O:20])=[O:19])[CH:14]=[C:13]([O:25][C:26]([CH3:28])([CH3:27])[C@H:29]([OH:30])[CH2:33][OH:32])[N:12]=1. (2) The product is: [Cl:1][C:2]1[CH:3]=[CH:4][C:5]([C:6]([NH:61][C@H:56]2[CH2:57][CH2:58][CH2:59][CH2:60][C@@H:55]2[CH2:54][N:50]2[CH2:51][CH2:52][CH2:53][C@@H:48]([CH2:14][O:18][CH2:41][CH3:43])[CH2:49]2)=[O:8])=[CH:9][CH:10]=1. Given the reactants [Cl:1][C:2]1[CH:10]=[CH:9][C:5]([C:6]([OH:8])=O)=[CH:4][CH:3]=1.CN([C:14]([O:18]N1N=NC2C=CC=NC1=2)=[N+](C)C)C.F[P-](F)(F)(F)(F)F.C(N([CH:41]([CH3:43])C)CC)(C)C.Cl.C(O[C@@H:48]1[CH2:53][CH2:52][CH2:51][N:50]([CH2:54][C@H:55]2[CH2:60][CH2:59][CH2:58][CH2:57][C@@H:56]2[NH2:61])[CH2:49]1)C, predict the reaction product. (3) Given the reactants [F:1][C:2]1[CH:3]=[C:4]([C:8]2[CH:16]=[CH:15][C:11]([C:12]([OH:14])=O)=[CH:10][N:9]=2)[CH:5]=[CH:6][CH:7]=1.[CH3:17][N:18]([CH3:28])[C:19]([CH:21]1[CH2:26][CH2:25][CH:24]([NH2:27])[CH2:23][CH2:22]1)=[O:20], predict the reaction product. The product is: [CH3:17][N:18]([CH3:28])[C:19]([C@H:21]1[CH2:26][CH2:25][C@H:24]([NH:27][C:12](=[O:14])[C:11]2[CH:15]=[CH:16][C:8]([C:4]3[CH:5]=[CH:6][CH:7]=[C:2]([F:1])[CH:3]=3)=[N:9][CH:10]=2)[CH2:23][CH2:22]1)=[O:20]. (4) Given the reactants CN.[Br:3][C:4]1[CH:12]=[C:11]2[C:7]([CH2:8][C:9](=[O:13])[NH:10]2)=[CH:6][C:5]=1[C:14]([OH:16])=O.F[B-](F)(F)F.[N:22]1(OC(N(C)C)=[N+](C)C)[C:26]2C=CC=CC=2N=N1.O.ON1C2C=CC=CC=2N=N1.C(N(C(C)C)CC)(C)C.C(=O)(O)[O-].[Na+], predict the reaction product. The product is: [Br:3][C:4]1[CH:12]=[C:11]2[C:7]([CH2:8][C:9](=[O:13])[NH:10]2)=[CH:6][C:5]=1[C:14]([NH:22][CH3:26])=[O:16]. (5) The product is: [OH:8][C:9]1[CH:10]=[C:11]([CH:27]=[CH:28][CH:29]=1)[CH2:12][N:13]([C:19]1[CH:24]=[CH:23][C:22]([C:25]#[N:26])=[CH:21][CH:20]=1)[N:14]1[CH:15]=[N:16][N:17]=[CH:18]1. Given the reactants C([O:8][C:9]1[CH:10]=[C:11]([CH:27]=[CH:28][CH:29]=1)[CH2:12][N:13]([C:19]1[CH:24]=[CH:23][C:22]([C:25]#[N:26])=[CH:21][CH:20]=1)[N:14]1[CH:18]=[N:17][N:16]=[CH:15]1)C1C=CC=CC=1, predict the reaction product. (6) The product is: [C:1]([N:4]([C:37]1[CH:42]=[CH:41][C:40]([Cl:43])=[CH:39][CH:38]=1)[C@H:5]1[C:14]2[C:9](=[CH:10][CH:11]=[CH:12][CH:13]=2)[N:8]([C:15]([C:17]2[CH:35]=[CH:34][C:20]([O:21][CH2:22][CH2:23][CH:24]([N:29]([CH2:32][CH3:33])[CH2:30][CH3:31])[C:25]([OH:27])=[O:26])=[CH:19][CH:18]=2)=[O:16])[C@@H:7]([CH3:36])[CH2:6]1)(=[O:3])[CH3:2]. Given the reactants [C:1]([N:4]([C:37]1[CH:42]=[CH:41][C:40]([Cl:43])=[CH:39][CH:38]=1)[C@H:5]1[C:14]2[C:9](=[CH:10][CH:11]=[CH:12][CH:13]=2)[N:8]([C:15]([C:17]2[CH:35]=[CH:34][C:20]([O:21][CH2:22][CH2:23][CH:24]([N:29]([CH2:32][CH3:33])[CH2:30][CH3:31])[C:25]([O:27]C)=[O:26])=[CH:19][CH:18]=2)=[O:16])[C@@H:7]([CH3:36])[CH2:6]1)(=[O:3])[CH3:2].[OH-].[K+], predict the reaction product. (7) Given the reactants [Cl:1][C:2]1[C:3]([CH2:13][N:14]([CH:40]2[CH2:42][CH2:41]2)[C:15]([C@@H:17]2[C@:22]([C:25]3[CH:30]=[CH:29][C:28]([F:31])=[C:27]([F:32])[CH:26]=3)([O:23][CH3:24])[CH2:21][CH2:20][N:19]([C:33]([O:35][C:36]([CH3:39])([CH3:38])[CH3:37])=[O:34])[CH2:18]2)=[O:16])=[CH:4][C:5]([CH2:8][CH2:9][CH2:10][O:11][CH3:12])=[N:6][CH:7]=1.C1C=C(Cl)C=C(C(OO)=[O:51])C=1, predict the reaction product. The product is: [Cl:1][C:2]1[C:3]([CH2:13][N:14]([CH:40]2[CH2:41][CH2:42]2)[C:15]([C@@H:17]2[C@:22]([C:25]3[CH:30]=[CH:29][C:28]([F:31])=[C:27]([F:32])[CH:26]=3)([O:23][CH3:24])[CH2:21][CH2:20][N:19]([C:33]([O:35][C:36]([CH3:37])([CH3:38])[CH3:39])=[O:34])[CH2:18]2)=[O:16])=[CH:4][C:5]([CH2:8][CH2:9][CH2:10][O:11][CH3:12])=[N+:6]([O-:51])[CH:7]=1. (8) The product is: [C:43]([C:40]1[CH:39]=[CH:38][C:37]([C:36]([NH:23][C:14]2[C:13]([NH:12][C:10]([C:7]3[CH:8]=[C:9]4[C:4]([CH:3]=[N:2][NH:1]4)=[CH:5][CH:6]=3)=[O:11])=[CH:18][CH:17]=[C:16]([C:19]([O:21][CH3:22])=[O:20])[CH:15]=2)=[O:47])=[CH:42][CH:41]=1)([CH3:46])([CH3:44])[CH3:45]. Given the reactants [NH:1]1[C:9]2[C:4](=[CH:5][CH:6]=[C:7]([C:10]([NH:12][C:13]3[C:14]([NH2:23])=[CH:15][C:16]([C:19]([O:21][CH3:22])=[O:20])=[CH:17][CH:18]=3)=[O:11])[CH:8]=2)[CH:3]=[N:2]1.COC(C1C=C(N[C:36](=[O:47])[C:37]2[CH:42]=[CH:41][C:40]([C:43]([CH3:46])([CH3:45])[CH3:44])=[CH:39][CH:38]=2)C(N)=CC=1)=O.N1C2C(=CC=C(C(O)=O)C=2)C=N1, predict the reaction product. (9) Given the reactants [CH2:1]([CH:3]1[C:9]2[CH:10]=[CH:11][C:12]([O:14]C)=[CH:13][C:8]=2[CH2:7][CH2:6][CH2:5][C:4]1([C:17]1[CH:22]=[CH:21][C:20]([O:23]C)=[CH:19][CH:18]=1)[CH3:16])[CH3:2].B(Br)(Br)Br, predict the reaction product. The product is: [CH2:1]([CH:3]1[C:9]2[CH:10]=[CH:11][C:12]([OH:14])=[CH:13][C:8]=2[CH2:7][CH2:6][CH2:5][C:4]1([C:17]1[CH:22]=[CH:21][C:20]([OH:23])=[CH:19][CH:18]=1)[CH3:16])[CH3:2]. (10) Given the reactants [NH2:1][CH2:2][C:3]1[C:8]([CH3:9])=[N:7][C:6]2[N:10]([CH2:13][CH3:14])[N:11]=[CH:12][C:5]=2[C:4]=1[NH:15][CH:16]1[CH2:21][CH2:20][O:19][CH2:18][CH2:17]1.[CH3:22][C:23]1[O:24][C:25]([C:29](O)=[O:30])=[C:26]([CH3:28])[N:27]=1, predict the reaction product. The product is: [CH2:13]([N:10]1[C:6]2=[N:7][C:8]([CH3:9])=[C:3]([CH2:2][NH:1][C:29]([C:25]3[O:24][C:23]([CH3:22])=[N:27][C:26]=3[CH3:28])=[O:30])[C:4]([NH:15][CH:16]3[CH2:17][CH2:18][O:19][CH2:20][CH2:21]3)=[C:5]2[CH:12]=[N:11]1)[CH3:14].